This data is from Choline transporter screen with 302,306 compounds. The task is: Binary Classification. Given a drug SMILES string, predict its activity (active/inactive) in a high-throughput screening assay against a specified biological target. The molecule is O(CCCC)c1c(NC(=O)Cn2c3c(nc2c2nonc2N)cccc3)cccc1. The result is 0 (inactive).